Dataset: Catalyst prediction with 721,799 reactions and 888 catalyst types from USPTO. Task: Predict which catalyst facilitates the given reaction. (1) Reactant: [CH2:1]([C:8]1[CH:9]=[C:10]([CH:13]=[CH:14][CH:15]=1)[C:11]#[N:12])[C:2]1[CH:7]=[CH:6][CH:5]=[CH:4][CH:3]=1.[CH2:16]([OH:18])[CH3:17].CCCCCC.CCOCC. Product: [CH2:1]([C:8]1[CH:9]=[C:10]([C:11](=[NH:12])[O:18][CH2:16][CH3:17])[CH:13]=[CH:14][CH:15]=1)[C:2]1[CH:3]=[CH:4][CH:5]=[CH:6][CH:7]=1. The catalyst class is: 2. (2) Reactant: [F:1][C:2]1[CH:3]=[CH:4][C:5]([CH2:8][CH2:9][N:10]2[CH2:15][CH2:14][N:13]([C:16]3[CH:21]=[CH:20][C:19]4[C:22]5[CH2:23][NH:24][CH2:25][CH2:26][CH2:27][C:28]=5[O:29][C:18]=4[CH:17]=3)[C:12](=[O:30])[CH2:11]2)=[N:6][CH:7]=1.[ClH:31].CCOCC. Product: [ClH:31].[F:1][C:2]1[CH:3]=[CH:4][C:5]([CH2:8][CH2:9][N:10]2[CH2:15][CH2:14][N:13]([C:16]3[CH:21]=[CH:20][C:19]4[C:22]5[CH2:23][NH:24][CH2:25][CH2:26][CH2:27][C:28]=5[O:29][C:18]=4[CH:17]=3)[C:12](=[O:30])[CH2:11]2)=[N:6][CH:7]=1. The catalyst class is: 5. (3) Reactant: [N:1]1([C:6]2[CH:11]=[CH:10][C:9]([N:12]3[CH2:16][C@H:15]([CH2:17][N:18]=[N+:19]=[N-:20])[O:14][C:13]3=[O:21])=[CH:8][C:7]=2[F:22])[CH:5]=[CH:4][N:3]=[CH:2]1.[C:23]12CC(CC1)=C[CH:24]=2. Product: [N:1]1([C:6]2[CH:11]=[CH:10][C:9]([N:12]3[CH2:16][C@H:15]([CH2:17][N:18]4[CH:24]=[CH:23][N:20]=[N:19]4)[O:14][C:13]3=[O:21])=[CH:8][C:7]=2[F:22])[CH:5]=[CH:4][N:3]=[CH:2]1. The catalyst class is: 12. (4) Reactant: Cl[C:2]1[N:7]=[CH:6][N:5]=[C:4]2[NH:8][C:9](=[O:28])[N:10]([C:12]3[CH:17]=[C:16]([O:18][CH2:19][C:20]4[C:25]([F:26])=[CH:24][CH:23]=[CH:22][N:21]=4)[CH:15]=[CH:14][C:13]=3[CH3:27])[CH2:11][C:3]=12.CO.C[O-].[Na+].CN(C)[C:36](=[O:38])C. Product: [F:26][C:25]1[C:20]([CH2:19][O:18][C:16]2[CH:15]=[CH:14][C:13]([CH3:27])=[C:12]([N:10]3[CH2:11][C:3]4[C:4](=[N:5][CH:6]=[N:7][C:2]=4[O:38][CH3:36])[NH:8][C:9]3=[O:28])[CH:17]=2)=[N:21][CH:22]=[CH:23][CH:24]=1. The catalyst class is: 5.